Dataset: Catalyst prediction with 721,799 reactions and 888 catalyst types from USPTO. Task: Predict which catalyst facilitates the given reaction. (1) Reactant: Cl.[CH2:2]([CH2:4][NH2:5])[OH:3].[C:6]([Cl:11])(=[O:10])[C:7]([CH3:9])=[CH2:8]. Product: [ClH:11].[CH3:9][C:7](=[CH2:8])[C:6]([O:3][CH2:2][CH2:4][NH2:5])=[O:10]. The catalyst class is: 11. (2) Reactant: [CH:1]([Si:4]([CH:13]([CH3:15])[CH3:14])([CH:10]([CH3:12])[CH3:11])[C:5]1[O:6][CH:7]=[CH:8][N:9]=1)([CH3:3])[CH3:2].CCCCCC.C([Li])CCC.[B:27]([O:36][CH:37]([CH3:39])[CH3:38])([O:32][CH:33]([CH3:35])[CH3:34])OC(C)C.CC(O)(C(C)(O)C)C. Product: [CH3:39][C:37]1([CH3:38])[C:33]([CH3:34])([CH3:35])[O:32][B:27]([C:7]2[O:6][C:5]([Si:4]([CH:1]([CH3:3])[CH3:2])([CH:10]([CH3:12])[CH3:11])[CH:13]([CH3:15])[CH3:14])=[N:9][CH:8]=2)[O:36]1. The catalyst class is: 559.